From a dataset of Full USPTO retrosynthesis dataset with 1.9M reactions from patents (1976-2016). Predict the reactants needed to synthesize the given product. (1) Given the product [Si:1]([O:8][C@H:9]1[CH2:14][CH2:13][C@@:12]([C@H:16]2[CH2:24][CH2:23][C@@:22]3([CH3:25])[C@@H:18]([CH2:19]/[C:20](=[CH:47]/[OH:48])/[C:21]3=[O:26])[C@@H:17]2[CH2:27][NH:28][C:29](=[O:35])[O:30][C:31]([CH3:32])([CH3:33])[CH3:34])([CH3:15])[C@@H:11]([CH2:36][O:37][Si:38]([C:41]([CH3:44])([CH3:43])[CH3:42])([CH3:39])[CH3:40])[CH2:10]1)([C:4]([CH3:5])([CH3:6])[CH3:7])([CH3:3])[CH3:2], predict the reactants needed to synthesize it. The reactants are: [Si:1]([O:8][C@H:9]1[CH2:14][CH2:13][C@@:12]([C@H:16]2[CH2:24][CH2:23][C@@:22]3([CH3:25])[C@@H:18]([CH2:19][CH2:20][C:21]3=[O:26])[C@@H:17]2[CH2:27][NH:28][C:29](=[O:35])[O:30][C:31]([CH3:34])([CH3:33])[CH3:32])([CH3:15])[C@@H:11]([CH2:36][O:37][Si:38]([C:41]([CH3:44])([CH3:43])[CH3:42])([CH3:40])[CH3:39])[CH2:10]1)([C:4]([CH3:7])([CH3:6])[CH3:5])([CH3:3])[CH3:2].[H-].[Na+].[CH:47](OCC)=[O:48].CCOC(C)=O. (2) Given the product [CH3:1][O:2][C:3](=[O:20])[CH2:4][CH2:5][C:6]1[CH:14]=[CH:13][C:12]2[C:8](=[CH:9][N:10]([CH3:15])[N:11]=2)[C:7]=1[C:16]([O:18][CH3:19])=[O:17], predict the reactants needed to synthesize it. The reactants are: [CH3:1][O:2][C:3](=[O:20])/[CH:4]=[CH:5]/[C:6]1[CH:14]=[CH:13][C:12]2[C:8](=[CH:9][N:10]([CH3:15])[N:11]=2)[C:7]=1[C:16]([O:18][CH3:19])=[O:17]. (3) The reactants are: Cl[Sn]Cl.O.[C:5]([O:9][C:10]([N:12]1[CH2:17][CH2:16][CH:15]([NH:18][C:19]2[CH:24]=[CH:23][C:22]([N+:25]([O-])=O)=[CH:21][N:20]=2)[CH2:14][CH2:13]1)=[O:11])([CH3:8])([CH3:7])[CH3:6]. Given the product [C:5]([O:9][C:10]([N:12]1[CH2:13][CH2:14][CH:15]([NH:18][C:19]2[CH:24]=[CH:23][C:22]([NH2:25])=[CH:21][N:20]=2)[CH2:16][CH2:17]1)=[O:11])([CH3:8])([CH3:6])[CH3:7], predict the reactants needed to synthesize it. (4) Given the product [Br-:26].[OH:25][C:12]1([C:10]([O:9][C@@H:3]2[CH:4]3[CH2:5][CH2:6][N+:1]([CH2:27][CH2:28][O:29][CH2:30][CH2:31][O:32][CH3:33])([CH2:8][CH2:7]3)[CH2:2]2)=[O:11])[C:13]2[CH:14]=[CH:15][CH:16]=[CH:17][C:18]=2[C:19]2[C:24]1=[CH:23][CH:22]=[CH:21][CH:20]=2, predict the reactants needed to synthesize it. The reactants are: [N:1]12[CH2:8][CH2:7][CH:4]([CH2:5][CH2:6]1)[C@@H:3]([O:9][C:10]([C:12]1([OH:25])[C:24]3[CH:23]=[CH:22][CH:21]=[CH:20][C:19]=3[C:18]3[C:13]1=[CH:14][CH:15]=[CH:16][CH:17]=3)=[O:11])[CH2:2]2.[Br:26][CH2:27][CH2:28][O:29][CH2:30][CH2:31][O:32][CH3:33].